Task: Binary Classification. Given a drug SMILES string, predict its activity (active/inactive) in a high-throughput screening assay against a specified biological target.. Dataset: Choline transporter screen with 302,306 compounds (1) The drug is O=C1CC(CC(=C1)c1cc2OCOc2cc1)(C)C. The result is 0 (inactive). (2) The drug is FC(F)Oc1ccc(c2n(CCN3CCOCC3)c3c(n(CCC)c(=O)[nH]c3=O)n2)cc1. The result is 0 (inactive). (3) The compound is S=c1n(CCCCCC(=O)NC2C(CCCC2)C)c(=O)c2c([nH]1)cccc2. The result is 0 (inactive). (4) The molecule is O=C(N\N=C(\c1ccc(C(C)(C)C)cc1)C)C1CC1. The result is 0 (inactive). (5) The compound is S(c1nc(N2CCOCC2)c2c(CC(OC2)(C)C)c1C#N)C(C)C(O)=O. The result is 0 (inactive).